From a dataset of Forward reaction prediction with 1.9M reactions from USPTO patents (1976-2016). Predict the product of the given reaction. Given the reactants [Br:1][C:2]1[CH:3]=[C:4]2[C:9](=[CH:10][C:11]=1[CH3:12])[N:8]=[CH:7][N:6]([NH:13]C1C=C(C=CC=1SCC)C#N)[C:5]2=[O:25].[CH2:26]([S:28]([C:31]1[CH:38]=[CH:37][C:34]([C:35]#[N:36])=[CH:33][C:32]=1C)(=[O:30])=[O:29])[CH3:27], predict the reaction product. The product is: [Br:1][C:2]1[CH:3]=[C:4]2[C:9](=[CH:10][C:11]=1[CH3:12])[N:8]=[CH:7][N:6]([NH:13][C:32]1[CH:33]=[C:34]([CH:37]=[CH:38][C:31]=1[S:28]([CH2:26][CH3:27])(=[O:29])=[O:30])[C:35]#[N:36])[C:5]2=[O:25].